This data is from Reaction yield outcomes from USPTO patents with 853,638 reactions. The task is: Predict the reaction yield, written as a fraction of the theoretical maximum amount of product (1.0 means a 100% yield; for example, 0.34 means a 34% yield). (1) The catalyst is ClCCCl.C(Cl)Cl.O. The product is [CH2:14]([N:1]([CH2:24][CH3:26])[C:2]1[S:6][CH:5]=[C:4]([C:7]([O:9][CH3:10])=[O:8])[C:3]=1[CH3:11])[CH3:15]. The yield is 0.120. The reactants are [NH2:1][C:2]1[S:6][CH:5]=[C:4]([C:7]([O:9][CH3:10])=[O:8])[C:3]=1[CH3:11].CN(C)[CH:14]1CCC(=O)C[CH2:15]1.[BH-](OC(C)=O)(OC(C)=O)O[C:24]([CH3:26])=O.[Na+].CC(O)=O.C(=O)C.C([O-])(O)=O.[Na+]. (2) The reactants are Br[C:2]1[CH:3]=[C:4]2[C:8](=[CH:9][CH:10]=1)[C:7](=[O:11])[CH2:6][CH2:5]2.C([O-])([O-])=O.[K+].[K+].[C:18]1(C)C=CC=C[CH:19]=1. The catalyst is C1C=CC([P]([Pd]([P](C2C=CC=CC=2)(C2C=CC=CC=2)C2C=CC=CC=2)([P](C2C=CC=CC=2)(C2C=CC=CC=2)C2C=CC=CC=2)[P](C2C=CC=CC=2)(C2C=CC=CC=2)C2C=CC=CC=2)(C2C=CC=CC=2)C2C=CC=CC=2)=CC=1. The product is [CH:18]([C:2]1[CH:3]=[C:4]2[C:8](=[CH:9][CH:10]=1)[C:7](=[O:11])[CH2:6][CH2:5]2)=[CH2:19]. The yield is 0.480. (3) The reactants are [F:1][C:2]1[CH:7]=[CH:6][C:5]([F:8])=[CH:4][C:3]=1[C:9]([N:11]1[CH2:16][CH2:15][NH:14][C:13]2[N:17]=[CH:18][C:19](I)=[CH:20][C:12]1=2)=[O:10].[CH3:22][N:23]1[CH2:28][CH2:27][N:26]([C:29]([C:31]2[CH:36]=[CH:35][C:34](B3OC(C)(C)C(C)(C)O3)=[CH:33][CH:32]=2)=[O:30])[CH2:25][CH2:24]1. No catalyst specified. The product is [F:1][C:2]1[CH:7]=[CH:6][C:5]([F:8])=[CH:4][C:3]=1[C:9]([N:11]1[CH2:16][CH2:15][NH:14][C:13]2[N:17]=[CH:18][C:19]([C:34]3[CH:33]=[CH:32][C:31]([C:29]([N:26]4[CH2:27][CH2:28][N:23]([CH3:22])[CH2:24][CH2:25]4)=[O:30])=[CH:36][CH:35]=3)=[CH:20][C:12]1=2)=[O:10]. The yield is 0.360. (4) The reactants are [Cl-].[Al+3].[Cl-].[Cl-].[C:5](OC(=O)C)(=[O:7])[CH3:6].[CH2:12]([O:14][C:15]([C:17]1[NH:18][C:19]2[C:24]([CH:25]=1)=[CH:23][CH:22]=[CH:21][CH:20]=2)=[O:16])[CH3:13]. The catalyst is ClC(Cl)C. The product is [CH2:12]([O:14][C:15]([C:17]1[NH:18][C:19]2[C:24]([C:25]=1[C:5](=[O:7])[CH3:6])=[CH:23][CH:22]=[CH:21][CH:20]=2)=[O:16])[CH3:13].[CH2:12]([O:14][C:15]([C:17]1[NH:18][C:19]2[C:24]([CH:25]=1)=[CH:23][C:22]([C:5](=[O:7])[CH3:6])=[CH:21][CH:20]=2)=[O:16])[CH3:13]. The yield is 0.520. (5) The reactants are [Br:1][C:2]1[CH:7]=[CH:6][C:5]([CH2:8][C:9]([OH:11])=O)=[C:4]([F:12])[CH:3]=1.[F:13][C:14]1[CH:20]=[CH:19][C:18]([F:21])=[CH:17][C:15]=1[NH2:16].CCN(CC)CC.CN(C(ON1N=NC2C=CC=NC1=2)=[N+](C)C)C.F[P-](F)(F)(F)(F)F. The catalyst is C(Cl)Cl. The product is [Br:1][C:2]1[CH:7]=[CH:6][C:5]([CH2:8][C:9]([NH:16][C:15]2[CH:17]=[C:18]([F:21])[CH:19]=[CH:20][C:14]=2[F:13])=[O:11])=[C:4]([F:12])[CH:3]=1. The yield is 0.356.